From a dataset of NCI-60 drug combinations with 297,098 pairs across 59 cell lines. Regression. Given two drug SMILES strings and cell line genomic features, predict the synergy score measuring deviation from expected non-interaction effect. (1) Drug 1: C1CC(C1)(C(=O)O)C(=O)O.[NH2-].[NH2-].[Pt+2]. Drug 2: CC1=C(C=C(C=C1)C(=O)NC2=CC(=CC(=C2)C(F)(F)F)N3C=C(N=C3)C)NC4=NC=CC(=N4)C5=CN=CC=C5. Cell line: OVCAR-5. Synergy scores: CSS=1.60, Synergy_ZIP=1.92, Synergy_Bliss=2.30, Synergy_Loewe=0.182, Synergy_HSA=-0.759. (2) Drug 1: C1=CC(=CC=C1CCCC(=O)O)N(CCCl)CCCl. Drug 2: C1CC(=O)NC(=O)C1N2C(=O)C3=CC=CC=C3C2=O. Cell line: UO-31. Synergy scores: CSS=11.9, Synergy_ZIP=-2.87, Synergy_Bliss=-0.136, Synergy_Loewe=-3.07, Synergy_HSA=-1.57. (3) Drug 1: C1CN1C2=NC(=NC(=N2)N3CC3)N4CC4. Drug 2: C1=CC(=CC=C1CCC2=CNC3=C2C(=O)NC(=N3)N)C(=O)NC(CCC(=O)O)C(=O)O. Cell line: SF-539. Synergy scores: CSS=58.0, Synergy_ZIP=-6.14, Synergy_Bliss=-8.08, Synergy_Loewe=-5.13, Synergy_HSA=-2.46. (4) Drug 1: CC1C(C(=O)NC(C(=O)N2CCCC2C(=O)N(CC(=O)N(C(C(=O)O1)C(C)C)C)C)C(C)C)NC(=O)C3=C4C(=C(C=C3)C)OC5=C(C(=O)C(=C(C5=N4)C(=O)NC6C(OC(=O)C(N(C(=O)CN(C(=O)C7CCCN7C(=O)C(NC6=O)C(C)C)C)C)C(C)C)C)N)C. Drug 2: CCN(CC)CCNC(=O)C1=C(NC(=C1C)C=C2C3=C(C=CC(=C3)F)NC2=O)C. Cell line: MOLT-4. Synergy scores: CSS=66.5, Synergy_ZIP=-0.653, Synergy_Bliss=-5.46, Synergy_Loewe=-5.37, Synergy_HSA=-3.55. (5) Drug 1: C(CC(=O)O)C(=O)CN.Cl. Drug 2: CN(C(=O)NC(C=O)C(C(C(CO)O)O)O)N=O. Cell line: TK-10. Synergy scores: CSS=-2.22, Synergy_ZIP=1.95, Synergy_Bliss=1.75, Synergy_Loewe=-2.87, Synergy_HSA=-2.37.